From a dataset of Full USPTO retrosynthesis dataset with 1.9M reactions from patents (1976-2016). Predict the reactants needed to synthesize the given product. (1) Given the product [CH:1]1([N:4]([CH2:28][C:29]([F:32])([F:31])[F:30])[CH2:5][CH2:6][CH2:7][NH:8][C:9]2[CH:14]=[CH:13][C:12]([S:15]([NH2:18])(=[O:16])=[O:17])=[CH:11][C:10]=2[N+:19]([O-:21])=[O:20])[CH2:3][CH2:2]1, predict the reactants needed to synthesize it. The reactants are: [CH:1]1([NH:4][CH2:5][CH2:6][CH2:7][NH:8][C:9]2[CH:14]=[CH:13][C:12]([S:15]([NH2:18])(=[O:17])=[O:16])=[CH:11][C:10]=2[N+:19]([O-:21])=[O:20])[CH2:3][CH2:2]1.FC(F)(F)S(O[CH2:28][C:29]([F:32])([F:31])[F:30])(=O)=O.C(N(CC)C(C)C)(C)C. (2) Given the product [F:35][CH:2]([F:1])[C:3]1[CH:8]=[CH:7][N:6]=[C:5]([NH:9][C:10]2[N:15]=[C:14]([C:16]3[CH:17]=[N:18][C:19]([C@@:22]([C@H:25]4[CH2:30][CH2:29][C@H:28]([C:31]([O:33][CH2:45][C:46]([OH:48])([CH3:49])[CH3:47])=[O:32])[CH2:27][CH2:26]4)([OH:24])[CH3:23])=[CH:20][CH:21]=3)[CH:13]=[C:12]([CH3:34])[CH:11]=2)[CH:4]=1, predict the reactants needed to synthesize it. The reactants are: [F:1][CH:2]([F:35])[C:3]1[CH:8]=[CH:7][N:6]=[C:5]([NH:9][C:10]2[N:15]=[C:14]([C:16]3[CH:17]=[N:18][C:19]([C@@:22]([C@H:25]4[CH2:30][CH2:29][C@H:28]([C:31]([OH:33])=[O:32])[CH2:27][CH2:26]4)([OH:24])[CH3:23])=[CH:20][CH:21]=3)[CH:13]=[C:12]([CH3:34])[CH:11]=2)[CH:4]=1.C(=O)([O-])[O-].[K+].[K+].[I-].[Na+].Cl[CH2:45][C:46]([CH3:49])([OH:48])[CH3:47]. (3) Given the product [ClH:25].[F:1][CH2:2][CH2:3][O:4][CH2:5][C:6]1[CH:7]=[CH:8][C:9]([N:12]2[CH2:13][CH2:14][NH:15][CH2:16][CH2:17]2)=[CH:10][CH:11]=1, predict the reactants needed to synthesize it. The reactants are: [F:1][CH2:2][CH2:3][O:4][CH2:5][C:6]1[CH:11]=[CH:10][C:9]([N:12]2[CH2:17][CH2:16][N:15](C(OC(C)(C)C)=O)[CH2:14][CH2:13]2)=[CH:8][CH:7]=1.[ClH:25]. (4) Given the product [CH3:1][N:2]1[C:6]([NH:7][C:8]2[N:9]=[CH:10][C:11]([O:14][CH2:15][C:16]3[C:17]([F:25])=[C:18]([F:24])[CH:19]=[C:20]([F:23])[C:21]=3[F:22])=[CH:12][N:13]=2)=[CH:5][C:4]([C:26]([OH:28])=[O:27])=[N:3]1, predict the reactants needed to synthesize it. The reactants are: [CH3:1][N:2]1[C:6]([NH:7][C:8]2[N:13]=[CH:12][C:11]([O:14][CH2:15][C:16]3[C:21]([F:22])=[C:20]([F:23])[CH:19]=[C:18]([F:24])[C:17]=3[F:25])=[CH:10][N:9]=2)=[CH:5][C:4]([C:26]([O:28]CC)=[O:27])=[N:3]1.C(O)C.[OH-].[Na+].Cl.